This data is from Full USPTO retrosynthesis dataset with 1.9M reactions from patents (1976-2016). The task is: Predict the reactants needed to synthesize the given product. (1) Given the product [F:1][C:2]1[CH:8]=[C:7]([N:9]2[CH:13]=[CH:12][CH:11]=[N:10]2)[CH:6]=[CH:5][C:3]=1[NH:4][N:15]=[C:23]([C:22](=[O:28])[CH2:21][O:20][CH3:19])[C:24]([O:26][CH3:27])=[O:25], predict the reactants needed to synthesize it. The reactants are: [F:1][C:2]1[CH:8]=[C:7]([N:9]2[CH:13]=[CH:12][CH:11]=[N:10]2)[CH:6]=[CH:5][C:3]=1[NH2:4].Cl.[N:15]([O-])=O.[Na+].[CH3:19][O:20][CH2:21][C:22](=[O:28])[CH2:23][C:24]([O:26][CH3:27])=[O:25].C([O-])(=O)C.[Na+]. (2) Given the product [Cl:1][C:2]1[C:11]2[C:6](=[CH:7][C:8]([S:12]([NH:32][C:29]3[CH:30]=[CH:31][O:27][N:28]=3)(=[O:14])=[O:15])=[CH:9][CH:10]=2)[CH:5]=[CH:4][N:3]=1, predict the reactants needed to synthesize it. The reactants are: [Cl:1][C:2]1[C:11]2[C:6](=[CH:7][C:8]([S:12]([O:15]C3C(F)=C(F)C(F)=C(F)C=3F)(=[O:14])=O)=[CH:9][CH:10]=2)[CH:5]=[CH:4][N:3]=1.[O:27]1[CH:31]=[CH:30][C:29]([NH2:32])=[N:28]1.C[Si]([N-][Si](C)(C)C)(C)C.[Li+].